From a dataset of Full USPTO retrosynthesis dataset with 1.9M reactions from patents (1976-2016). Predict the reactants needed to synthesize the given product. The reactants are: [CH3:1]N(C=O)C.[Br:6][C:7]1[C:8](=[O:15])[NH:9][C:10]([CH3:14])=[C:11]([Br:13])[CH:12]=1.CI.C([O-])([O-])=O.[K+].[K+]. Given the product [Br:6][C:7]1[C:8](=[O:15])[N:9]([CH3:1])[C:10]([CH3:14])=[C:11]([Br:13])[CH:12]=1, predict the reactants needed to synthesize it.